This data is from Catalyst prediction with 721,799 reactions and 888 catalyst types from USPTO. The task is: Predict which catalyst facilitates the given reaction. (1) Reactant: [Br:1][C:2]1[N:3]=[C:4]([NH2:9])[C:5]([NH2:8])=[N:6][CH:7]=1.CO.[C:12](O)(=O)[CH3:13].C(C=O)=O. Product: [Br:1][C:2]1[CH:7]=[N:6][C:5]2[C:4]([N:3]=1)=[N:9][CH:12]=[CH:13][N:8]=2. The catalyst class is: 13. (2) Reactant: I[C:2]1[N:3]=[C:4]([S:7]([N:10]([CH3:12])[CH3:11])(=[O:9])=[O:8])[NH:5][CH:6]=1.C([Mg]Br)C.[CH3:17][O:18][C:19]1[CH:20]=[C:21]2[C:26](=[CH:27][C:28]=1[CH3:29])[O:25][CH2:24][CH2:23][C:22]2=[O:30].[Cl-].[NH4+]. Product: [OH:30][C:22]1([C:2]2[N:3]=[C:4]([S:7]([N:10]([CH3:12])[CH3:11])(=[O:9])=[O:8])[NH:5][CH:6]=2)[C:21]2[C:26](=[CH:27][C:28]([CH3:29])=[C:19]([O:18][CH3:17])[CH:20]=2)[O:25][CH2:24][CH2:23]1. The catalyst class is: 2.